From a dataset of Forward reaction prediction with 1.9M reactions from USPTO patents (1976-2016). Predict the product of the given reaction. (1) Given the reactants [CH3:1][C:2]12[CH2:9][O:8][C:5]([C:10]3[O:11][CH:12]=[CH:13][CH:14]=3)([O:6][CH2:7]1)[O:4][CH2:3]2.[Li]CCCC.[CH2:20]([Sn:24](Cl)([CH2:29][CH2:30][CH2:31][CH3:32])[CH2:25][CH2:26][CH2:27][CH3:28])[CH2:21][CH2:22][CH3:23], predict the reaction product. The product is: [CH3:1][C:2]12[CH2:3][O:4][C:5]([C:10]3[O:11][C:12]([Sn:24]([CH2:25][CH2:26][CH2:27][CH3:28])([CH2:29][CH2:30][CH2:31][CH3:32])[CH2:20][CH2:21][CH2:22][CH3:23])=[CH:13][CH:14]=3)([O:6][CH2:7]1)[O:8][CH2:9]2. (2) Given the reactants CO[C:3]([NH:5][C@H:6]([C:10]1[CH:15]=[CH:14][CH:13]=[CH:12][CH:11]=1)[C:7]([OH:9])=O)=O.[OH:16][C@@H:17]1[CH2:21][N:20](C(OC(C)(C)C)=O)[C@H:19]([C:29]2[NH:30][C:31]([C:34]3[CH:39]=[CH:38][C:37]([C:40]4[CH:49]=[CH:48][C:47]5[C:42](=[CH:43][CH:44]=[C:45]([C:50]6[N:51]=[C:52]([C@@H:55]7[CH2:59][CH2:58][CH2:57][N:56]7[C:60](=[O:70])[C@@H:61]([NH:65][C:66]([O:68][CH3:69])=[O:67])[CH:62]([CH3:64])[CH3:63])[NH:53][CH:54]=6)[CH:46]=5)[CH:41]=4)=[CH:36][CH:35]=3)=[CH:32][N:33]=2)[CH2:18]1.O[C@@H:72]1CN(C(=O)[C@@H](NC(OC)=O)C(C)C)[C@H](C2NC=C(C3C=CC(C4C=C5C(=CC=4)C=C(C4NC([C@@H]6CCCN6C(OC(C)(C)C)=O)=NC=4)C=C5)=CC=3)N=2)C1, predict the reaction product. The product is: [CH3:69][O:68][C:66](=[O:67])[NH:65][CH:61]([C:60]([N:56]1[CH2:57][CH2:58][CH2:59][CH:55]1[C:52]1[NH:53][CH:54]=[C:50]([C:45]2[CH:44]=[CH:43][C:42]3[C:47](=[CH:48][CH:49]=[C:40]([C:37]4[CH:38]=[CH:39][C:34]([C:31]5[NH:30][C:29]([CH:19]6[CH2:18][C:17](=[O:16])[CH2:21][N:20]6[C:7](=[O:9])[CH:6]([N:5]([CH3:3])[CH3:72])[C:10]6[CH:11]=[CH:12][CH:13]=[CH:14][CH:15]=6)=[N:33][CH:32]=5)=[CH:35][CH:36]=4)[CH:41]=3)[CH:46]=2)[N:51]=1)=[O:70])[CH:62]([CH3:64])[CH3:63]. (3) The product is: [CH2:2]([O:4][C:5]([C@H:7]1[CH2:10][C@@H:9]([NH:11][CH2:35][C:34]2[CH:33]=[CH:32][C:31]([C:28]3[N:27]=[C:26]([C:23]4[CH:24]=[CH:25][C:20]([CH3:19])=[CH:21][CH:22]=4)[O:30][N:29]=3)=[CH:38][CH:37]=2)[CH2:8]1)=[O:6])[CH3:3]. Given the reactants Cl.[CH2:2]([O:4][C:5]([C@H:7]1[CH2:10][C@@H:9]([NH2:11])[CH2:8]1)=[O:6])[CH3:3].C(N(CC)CC)C.[CH3:19][C:20]1[CH:25]=[CH:24][C:23]([C:26]2[O:30][N:29]=[C:28]([C:31]3[CH:38]=[CH:37][C:34]([CH:35]=O)=[CH:33][CH:32]=3)[N:27]=2)=[CH:22][CH:21]=1.C([BH3-])#N.[Na+], predict the reaction product. (4) Given the reactants [Si:1]([O:18][CH2:19][C@@H:20]1[C@@H:24]([OH:25])[C@:23]([F:27])([CH3:26])[CH:22]([O:28][CH3:29])[O:21]1)([C:14]([CH3:17])([CH3:16])[CH3:15])([C:8]1[CH:13]=[CH:12][CH:11]=[CH:10][CH:9]=1)[C:2]1[CH:7]=[CH:6][CH:5]=[CH:4][CH:3]=1.CC(OI1(OC(C)=O)(OC(C)=O)OC(=O)C2C=CC=CC1=2)=O, predict the reaction product. The product is: [Si:1]([O:18][CH2:19][C@@H:20]1[C:24](=[O:25])[C@:23]([F:27])([CH3:26])[CH:22]([O:28][CH3:29])[O:21]1)([C:14]([CH3:17])([CH3:16])[CH3:15])([C:2]1[CH:3]=[CH:4][CH:5]=[CH:6][CH:7]=1)[C:8]1[CH:13]=[CH:12][CH:11]=[CH:10][CH:9]=1. (5) Given the reactants [Cl:1][C:2]1[N:10]=[C:9]2[C:5]([CH:6]=[CH:7][NH:8]2)=[CH:4][CH:3]=1.[Al+3].[Cl-].[Cl-].[Cl-].[C:15](Cl)(=[O:17])[CH3:16].CO, predict the reaction product. The product is: [Cl:1][C:2]1[N:10]=[C:9]2[NH:8][CH:7]=[C:6]([C:15](=[O:17])[CH3:16])[C:5]2=[CH:4][CH:3]=1. (6) Given the reactants C[O:2][C:3]1[CH:4]=[C:5]2[C:13](=[CH:14][CH:15]=1)[N:12]([CH3:16])[C:11]1[C:6]2=[CH:7][CH:8]=[C:9]2[N:19]([CH3:20])[N:18]=[CH:17][C:10]2=1.[Al+3].[Cl-].[Cl-].[Cl-].CCS.C([O-])(O)=O.[Na+], predict the reaction product. The product is: [CH3:20][N:19]1[C:9]2=[CH:8][CH:7]=[C:6]3[C:11]([N:12]([CH3:16])[C:13]4[C:5]3=[CH:4][C:3]([OH:2])=[CH:15][CH:14]=4)=[C:10]2[CH:17]=[N:18]1. (7) Given the reactants [CH2:1]([O:3][C:4]1[CH:21]=[CH:20][CH:19]=[CH:18][C:5]=1[O:6][C@@H:7]([C:12]1[CH:17]=[CH:16][CH:15]=[CH:14][CH:13]=1)[C@@H:8]([OH:11])[CH2:9][NH2:10])[CH3:2].C(=O)([O-])[O-].[Na+].[Na+].[Cl:28][CH2:29][C:30](Cl)=[O:31], predict the reaction product. The product is: [Cl:28][CH2:29][C:30]([NH:10][CH2:9][C@H:8]([OH:11])[C@@H:7]([O:6][C:5]1[CH:18]=[CH:19][CH:20]=[CH:21][C:4]=1[O:3][CH2:1][CH3:2])[C:12]1[CH:13]=[CH:14][CH:15]=[CH:16][CH:17]=1)=[O:31]. (8) Given the reactants Br[C:2]1[CH:3]=[C:4]([C:9]([F:12])([F:11])[F:10])[CH:5]=[CH:6][C:7]=1[Cl:8].[NH2:13][C:14]1[CH:15]=[C:16]2[C:21]3=[C:22]([CH2:24][CH2:25][N:20]3[CH2:19][C@@H:18]3[CH2:26][N:27](C(OC(C)(C)C)=O)[CH2:28][C@H:17]23)[CH:23]=1, predict the reaction product. The product is: [Cl:8][C:7]1[CH:6]=[CH:5][C:4]([C:9]([F:12])([F:11])[F:10])=[CH:3][C:2]=1[NH:13][C:14]1[CH:15]=[C:16]2[C:21]3=[C:22]([CH2:24][CH2:25][N:20]3[CH2:19][C@@H:18]3[CH2:26][NH:27][CH2:28][C@H:17]23)[CH:23]=1. (9) Given the reactants [CH3:1][O:2][C:3](=[O:19])[CH:4]([O:16][CH2:17][CH3:18])[CH2:5][C:6]1[C:14]2[CH:13]=[CH:12][S:11][C:10]=2[C:9]([OH:15])=[CH:8][CH:7]=1.Cl[CH2:21][C:22]1[N:23]=[C:24]([C:28]2[CH:33]=[CH:32][C:31]([C:34]([CH3:37])([CH3:36])[CH3:35])=[CH:30][CH:29]=2)[O:25][C:26]=1[CH3:27].C(C1C=CC(C=O)=CC=1)(C)(C)C.O=P(Cl)(Cl)Cl.[H-].[Na+], predict the reaction product. The product is: [CH3:1][O:2][C:3](=[O:19])[CH:4]([O:16][CH2:17][CH3:18])[CH2:5][C:6]1[C:14]2[CH:13]=[CH:12][S:11][C:10]=2[C:9]([O:15][CH2:21][C:22]2[N:23]=[C:24]([C:28]3[CH:29]=[CH:30][C:31]([C:34]([CH3:37])([CH3:36])[CH3:35])=[CH:32][CH:33]=3)[O:25][C:26]=2[CH3:27])=[CH:8][CH:7]=1.